Dataset: Experimentally validated miRNA-target interactions with 360,000+ pairs, plus equal number of negative samples. Task: Binary Classification. Given a miRNA mature sequence and a target amino acid sequence, predict their likelihood of interaction. (1) The miRNA is cel-miR-252-5p with sequence AUAAGUAGUAGUGCCGCAGGUAA. The protein sequence of the target gene is MSAGGDFGNPLRKFKLVFLGEQSVGKTSLITRFMYDSFDNTYQATIGIDFLSKTMYLEDRTVRLQLWDTAGQERFRSLIPSYIRDSTVAVVVYDITNVNSFQQTTKWIDDVRTERGSDVIIMLVGNKTDLADKRQVSIEEGERKAKELNVMFIETSAKAGYNVKQLFRRVAAALPGMESTQDRSREDMIDIKLEKPQEQPVNEGGCSC. Result: 0 (no interaction). (2) Result: 1 (interaction). The protein sequence of the target gene is MDELQDVQLTEIKPLLNDKNGTRNFQDFDCQEHDIETTHGVVHVTIRGLPKGNRPVILTYHDIGLNHKSCFNAFFNFEDMQEITQHFAVCHVDAPGQQEGAPSFPTGYQYPTMDELAEMLPPVLTHLSLKSIIGIGVGAGAYILSRFALNHPELVEGLVLINVDPCAKGWIDWAASKLSGLTTNVVDIILAHHFGQEELQANLDLIQTYRMHIAQDINQDNLQLFLNSYNGRRDLEIERPILGQNDNKSKTLKCSTLLVVGDNSPAVEAVVECNSRLNPINTTLLKMADCGGLPQVVQPG.... The miRNA is hsa-miR-6499-3p with sequence AGCAGUGUUUGUUUUGCCCACA. (3) The miRNA is hsa-miR-1245b-3p with sequence UCAGAUGAUCUAAAGGCCUAUA. The protein sequence of the target gene is MGNGLSDQTSILSNLPSFQSFHIVILGLDCAGKTTVLYRLQFNEFVNTVPTKGFNTEKIKVTLGNSKTVTFHFWDVGGQEKLRPLWKSYTRCTDGIVFVVDSVDVERMEEAKTELHKITRISENQGVPVLIVANKQDLRNSLSLSEIEKLLAMGELSSSTPWHLQPTCAIIGDGLKEGLEKLHDMIIKRRKMLRQQKKKR. Result: 0 (no interaction). (4) The miRNA is mmu-miR-122-5p with sequence UGGAGUGUGACAAUGGUGUUUG. The protein sequence of the target gene is MGVCGYLFLPWKCLVVVSLRLLFLVPTGVPVRSGDATFPKAMDNVTVRQGESATLRCTIDNRVTRVAWLNRSTILYAGNDKWCLDPRVVLLSNTQTQYSIEIQNVDVYDEGPYTCSVQTDNHPKTSRVHLIVQVSPKIVEISSDISINEGNNISLTCIATGRPEPTVTWRHISPKAVGFVSEDEYLEIQGITREQSGDYECSASNDVAAPVVRRVKVTVNYPPYISEAKGTGVPVGQKGTLQCEASAVPSAEFQWYKDDKRLIEGKKGVKVENRPFLSKLIFFNVSEHDYGNYTCVASNK.... Result: 0 (no interaction). (5) The miRNA is hsa-miR-455-3p with sequence GCAGUCCAUGGGCAUAUACAC. The protein sequence of the target gene is MSPVLHFYVRPSGHEGAAPGHTRRKLQGKLPELQGVETELCYNVNWTAEALPSAEETKKLMWLFGCPLLLDDVARESWLLPGSNDLLLEVGPRLNFSTPTSTNIVSVCRATGLGPVDRVETTRRYRLSFAHPPSAEVEAIALATLHDRMTEQHFPHPIQSFSPESMPEPLNGPINILGEGRLALEKANQELGLALDSWDLDFYTKRFQELQRNPSTVEAFDLAQSNSEHSRHWFFKGQLHVDGQKLVHSLFESIMSTQESSNPNNVLKFCDNSSAIQGKEVRFLRPEDPTRPSRFQQQQG.... Result: 1 (interaction). (6) The miRNA is hsa-miR-4741 with sequence CGGGCUGUCCGGAGGGGUCGGCU. The protein sequence of the target gene is MLKEHPEMAEAPQQQLGIPVVKLEKELPWGRGREDPSPETFRLRFRQFRYQEAAGPQEALRELQELCRRWLRPELHTKEQILELLVLEQFLTILPREFYAWIREHGPESGKALAAMVEDLTERALEAKAVPCHRQGEQEETALCRGAWEPGIQLGPVEVKPEWGMPPGEGVQGPDPGTEEQLSQDPGDETRAFQEQALPVLQAGPGLPAVNPRDQEMAAGFFTAGSQGLGPFKDMALAFPEEEWRHVTPAQIDCFGEYVEPQDCRVSPGGGSKEKEAKPPQEDLKGALVALTSERFGEAS.... Result: 1 (interaction). (7) The miRNA is mmu-miR-148a-3p with sequence UCAGUGCACUACAGAACUUUGU. Result: 1 (interaction). The protein sequence of the target gene is MPSPAPPTELLPWERAVVLLSCALSALGSGLLVATHALWPDLRSRARRLLLFLSLADLLSAASYFYGVLQDFAGTSWDCVLQGALSTFANTSSFFWTVAIALYLYLSIVRTTRGPSTDHLIWAFHLISWGVPLAITVAAVSLKKIGYDASDVSVGWCWINLEAEDRVLWMLLTGKLWEMLAYILLPLLYLLVRKHINRAHQALSEYRPICEGRQLQRGSSTSTADKKLVLIPLIFICLRVWSTVRFVLTLCGSPAVQTPVLVVLHGIGNTFQGGANCIMFVLCTRAVRTRLFSLCCCCPR....